Dataset: Forward reaction prediction with 1.9M reactions from USPTO patents (1976-2016). Task: Predict the product of the given reaction. Given the reactants [CH3:1][C:2]1[CH:10]=[CH:9][C:5]([C:6](Cl)=[O:7])=[CH:4][C:3]=1[N+:11]([O-:13])=[O:12].[CH2:14]([NH2:21])[C:15]1[CH:20]=[CH:19][CH:18]=[CH:17][CH:16]=1.C(N(CC)CC)C, predict the reaction product. The product is: [CH2:14]([NH:21][C:6](=[O:7])[C:5]1[CH:9]=[CH:10][C:2]([CH3:1])=[C:3]([N+:11]([O-:13])=[O:12])[CH:4]=1)[C:15]1[CH:20]=[CH:19][CH:18]=[CH:17][CH:16]=1.